From a dataset of Full USPTO retrosynthesis dataset with 1.9M reactions from patents (1976-2016). Predict the reactants needed to synthesize the given product. (1) The reactants are: [CH2:1]([O:8][C:9]([N:11]1[CH2:15][C@H:14]([O:16][Si:17]([C:20]([CH3:23])([CH3:22])[CH3:21])([CH3:19])[CH3:18])[CH2:13][C@@H:12]1[CH2:24][N:25]=[N+:26]=[N-:27])=[O:10])[C:2]1C=CC=CC=1.[C:28]([C:30]1[CH:31]=[N:32][CH:33]=[CH:34][CH:35]=1)#[CH:29].O=C1O[C@H]([C@H](CO)O)C([O-])=C1O.[Na+]. Given the product [CH2:1]([O:8][C:9]([N:11]1[CH2:15][C@H:14]([O:16][Si:17]([C:20]([CH3:21])([CH3:22])[CH3:23])([CH3:19])[CH3:18])[CH2:13][C@@H:12]1[CH2:24][N:25]1[CH:29]=[C:28]([C:30]2[CH:31]=[N:32][CH:33]=[CH:34][CH:35]=2)[N:27]=[N:26]1)=[O:10])[CH3:2], predict the reactants needed to synthesize it. (2) Given the product [F:33][C:2]([F:1])([S:29]([CH3:32])(=[O:30])=[O:31])[C:3]1[N:8]=[CH:7][C:6]([C:9]2[CH:14]=[CH:13][C:12]([C@@H:15]([OH:19])[C@H:16]([NH:17][C:22](=[O:26])[CH:23]([F:25])[F:24])[CH2:27][F:28])=[CH:11][CH:10]=2)=[CH:5][CH:4]=1, predict the reactants needed to synthesize it. The reactants are: [F:1][C:2]([F:33])([S:29]([CH3:32])(=[O:31])=[O:30])[C:3]1[N:8]=[CH:7][C:6]([C:9]2[CH:14]=[CH:13][C:12]([C@H:15]3[O:19]C(C)(C)[N:17]([C:22](=[O:26])[CH:23]([F:25])[F:24])[C@@H:16]3[CH2:27][F:28])=[CH:11][CH:10]=2)=[CH:5][CH:4]=1. (3) Given the product [C:1]([C:3]1[CH:8]=[CH:7][C:6]([CH:9]2[C:18]3[C:17](=[O:19])[CH2:16][CH2:15][CH2:14][C:13]=3[N:12]([C:20]3[CH:25]=[CH:24][CH:23]=[C:22]([C:26]([F:27])([F:29])[F:28])[CH:21]=3)[C:11](=[O:30])[N:10]2[S:31]([C:34]2[CH:35]=[C:36]([C:37]([OH:39])=[O:38])[S:76][CH:79]=2)(=[O:32])=[O:33])=[CH:5][CH:4]=1)#[N:2], predict the reactants needed to synthesize it. The reactants are: [C:1]([C:3]1[CH:8]=[CH:7][C:6]([CH:9]2[C:18]3[C:17](=[O:19])[CH2:16][CH2:15][CH2:14][C:13]=3[N:12]([C:20]3[CH:25]=[CH:24][CH:23]=[C:22]([C:26]([F:29])([F:28])[F:27])[CH:21]=3)[C:11](=[O:30])[N:10]2[S:31]([CH2:34][CH2:35][CH2:36][C:37]([OH:39])=[O:38])(=[O:33])=[O:32])=[CH:5][CH:4]=1)#[N:2].C(C1C=CC(C2C(C#N)=C(C3C4C(=O)CCCC=4N(C4C=CC=C(C(F)(F)F)C=4)C(=O)N3[S:76]([C:79]3C=C(C(OC)=O)SC=3)(=O)=O)C=CC=2)=CC=1)#N. (4) The reactants are: C(C1S[C:8]([NH:10][C:11](=[O:19])[O:12][C:13]2[CH:18]=[CH:17][CH:16]=[CH:15][CH:14]=2)=NN=1)(C)(C)C.[C:20]([N:24]1[CH:28]=C(N)[CH:26]=[N:25]1)([CH3:23])([CH3:22])[CH3:21]. Given the product [C:20]([N:24]1[CH:28]=[C:8]([NH:10][C:11](=[O:19])[O:12][C:13]2[CH:14]=[CH:15][CH:16]=[CH:17][CH:18]=2)[CH:26]=[N:25]1)([CH3:23])([CH3:22])[CH3:21], predict the reactants needed to synthesize it. (5) Given the product [O:23]=[C:2]1[CH2:8][CH2:7][CH2:6][N:5]([C:9]([O:11][C:12]([CH3:15])([CH3:14])[CH3:13])=[O:10])[C:4]2[CH:16]=[CH:17][CH:18]=[N:19][C:3]1=2, predict the reactants needed to synthesize it. The reactants are: C=[C:2]1[CH2:8][CH2:7][CH2:6][N:5]([C:9]([O:11][C:12]([CH3:15])([CH3:14])[CH3:13])=[O:10])[C:4]2[CH:16]=[CH:17][CH:18]=[N:19][C:3]1=2.CO.C([O-])(O)=[O:23].[Na+].CSC.